From a dataset of Peptide-MHC class I binding affinity with 185,985 pairs from IEDB/IMGT. Regression. Given a peptide amino acid sequence and an MHC pseudo amino acid sequence, predict their binding affinity value. This is MHC class I binding data. (1) The peptide sequence is LTYRHKVVK. The MHC is HLA-A11:01 with pseudo-sequence HLA-A11:01. The binding affinity (normalized) is 0.686. (2) The peptide sequence is DEFLKVPEW. The MHC is HLA-A26:01 with pseudo-sequence HLA-A26:01. The binding affinity (normalized) is 0.0847. (3) The peptide sequence is SLVENNFFT. The MHC is HLA-A31:01 with pseudo-sequence HLA-A31:01. The binding affinity (normalized) is 0.110. (4) The peptide sequence is AQLPRWVAT. The MHC is HLA-A02:06 with pseudo-sequence HLA-A02:06. The binding affinity (normalized) is 0.936. (5) The peptide sequence is AVTAALHRK. The MHC is HLA-A26:02 with pseudo-sequence HLA-A26:02. The binding affinity (normalized) is 0.276. (6) The peptide sequence is AIMVASDVCK. The MHC is HLA-A11:01 with pseudo-sequence HLA-A11:01. The binding affinity (normalized) is 1.00.